From a dataset of CYP3A4 inhibition data for predicting drug metabolism from PubChem BioAssay. Regression/Classification. Given a drug SMILES string, predict its absorption, distribution, metabolism, or excretion properties. Task type varies by dataset: regression for continuous measurements (e.g., permeability, clearance, half-life) or binary classification for categorical outcomes (e.g., BBB penetration, CYP inhibition). Dataset: cyp3a4_veith. (1) The molecule is CN1CCN(c2ncncc2-c2ccoc2)CC1. The result is 1 (inhibitor). (2) The compound is COc1cc(Br)cc2cc(C(=O)NCC3CCCO3)c(=O)oc12. The result is 0 (non-inhibitor). (3) The molecule is CC#CCOC(=O)c1c(C)nc2sc3c(c2c1N)CC[C@@H](O)C3. The result is 1 (inhibitor). (4) The compound is CC(C)CNC(=O)O. The result is 0 (non-inhibitor).